From a dataset of Full USPTO retrosynthesis dataset with 1.9M reactions from patents (1976-2016). Predict the reactants needed to synthesize the given product. (1) Given the product [C:1]([C:4]1[C:9]([C:10]2[CH:11]=[CH:12][CH:13]=[CH:14][CH:15]=2)=[N:8][N:7]([CH2:16][CH3:17])[C:6](=[O:18])[C:5]=1[NH:19][C:23]1[CH:28]=[CH:27][C:26]([N+:29]([O-:31])=[O:30])=[CH:25][N:24]=1)(=[O:3])[CH3:2], predict the reactants needed to synthesize it. The reactants are: [C:1]([C:4]1[C:9]([C:10]2[CH:15]=[CH:14][CH:13]=[CH:12][CH:11]=2)=[N:8][N:7]([CH2:16][CH3:17])[C:6](=[O:18])[C:5]=1[N+:19]([O-])=O)(=[O:3])[CH3:2].N[C:23]1[CH:28]=[CH:27][C:26]([N+:29]([O-:31])=[O:30])=[CH:25][N:24]=1. (2) Given the product [F:18][C:19]1[C:20]([N:28]2[CH2:33][CH2:32][CH:31]([N:34]3[CH2:39][CH2:38][N:37]([CH3:40])[CH2:36][CH2:35]3)[CH2:30][CH2:29]2)=[CH:21][C:22]([O:26][CH3:27])=[C:23]([NH:24][C:2]2[N:7]=[C:6]([C:8]3[C:16]4[C:11](=[CH:12][CH:13]=[CH:14][CH:15]=4)[NH:10][CH:9]=3)[C:5]([CH3:17])=[CH:4][N:3]=2)[CH:25]=1, predict the reactants needed to synthesize it. The reactants are: Cl[C:2]1[N:7]=[C:6]([C:8]2[C:16]3[C:11](=[CH:12][CH:13]=[CH:14][CH:15]=3)[NH:10][CH:9]=2)[C:5]([CH3:17])=[CH:4][N:3]=1.[F:18][C:19]1[C:20]([N:28]2[CH2:33][CH2:32][CH:31]([N:34]3[CH2:39][CH2:38][N:37]([CH3:40])[CH2:36][CH2:35]3)[CH2:30][CH2:29]2)=[CH:21][C:22]([O:26][CH3:27])=[C:23]([CH:25]=1)[NH2:24]. (3) Given the product [C:24]([C:21]1[CH:22]=[CH:23][C:18]([NH:17][C@@H:14]2[CH2:15][CH2:16][N:12]([C:10]([NH:9][CH:3]3[CH2:4][CH:5]4[N:8]([S:36]([CH3:35])(=[O:38])=[O:37])[CH:1]([CH2:7][CH2:6]4)[CH2:2]3)=[O:11])[CH2:13]2)=[N:19][CH:20]=1)#[N:25], predict the reactants needed to synthesize it. The reactants are: [CH:1]12[NH:8][CH:5]([CH2:6][CH2:7]1)[CH2:4][CH:3]([NH:9][C:10]([N:12]1[CH2:16][CH2:15][C@@H:14]([NH:17][C:18]3[CH:23]=[CH:22][C:21]([C:24]#[N:25])=[CH:20][N:19]=3)[CH2:13]1)=[O:11])[CH2:2]2.CCN(C(C)C)C(C)C.[CH3:35][S:36](Cl)(=[O:38])=[O:37]. (4) Given the product [Cl:1][CH2:2][CH2:3][C:5]1[CH:14]=[CH:13][C:8]2[O:9][CH2:10][CH2:11][O:12][C:7]=2[CH:6]=1, predict the reactants needed to synthesize it. The reactants are: [Cl:1][CH2:2][C:3]([C:5]1[CH:14]=[CH:13][C:8]2[O:9][CH2:10][CH2:11][O:12][C:7]=2[CH:6]=1)=O.